From a dataset of NCI-60 drug combinations with 297,098 pairs across 59 cell lines. Regression. Given two drug SMILES strings and cell line genomic features, predict the synergy score measuring deviation from expected non-interaction effect. Drug 1: C#CCC(CC1=CN=C2C(=N1)C(=NC(=N2)N)N)C3=CC=C(C=C3)C(=O)NC(CCC(=O)O)C(=O)O. Drug 2: C1CCC(C(C1)N)N.C(=O)(C(=O)[O-])[O-].[Pt+4]. Cell line: SR. Synergy scores: CSS=61.5, Synergy_ZIP=-0.431, Synergy_Bliss=-2.30, Synergy_Loewe=-3.93, Synergy_HSA=-3.93.